From a dataset of Full USPTO retrosynthesis dataset with 1.9M reactions from patents (1976-2016). Predict the reactants needed to synthesize the given product. (1) Given the product [NH2:22][C:19]1[CH:20]=[CH:21][C:16]([C@@H:14]([NH:13][C:11]2[C:10]3[C:5](=[CH:6][C:7]([CH3:25])=[CH:8][CH:9]=3)[N:4]=[C:3]([N:2]([CH3:26])[CH3:1])[N:12]=2)[CH3:15])=[CH:17][CH:18]=1, predict the reactants needed to synthesize it. The reactants are: [CH3:1][N:2]([CH3:26])[C:3]1[N:12]=[C:11]([NH:13][C@H:14]([C:16]2[CH:21]=[CH:20][C:19]([N+:22]([O-])=O)=[CH:18][CH:17]=2)[CH3:15])[C:10]2[C:5](=[CH:6][C:7]([CH3:25])=[CH:8][CH:9]=2)[N:4]=1. (2) Given the product [OH:12][CH:11]([C:3]1[CH:4]=[CH:5][CH:6]=[C:7]([N+:8]([O-:10])=[O:9])[C:2]=1[CH3:1])[CH2:13][N:24]1[CH2:25][CH2:26][N:21]([C:14]([O:16][C:17]([CH3:18])([CH3:19])[CH3:20])=[O:15])[CH2:22][C@H:23]1[CH2:27][OH:28], predict the reactants needed to synthesize it. The reactants are: [CH3:1][C:2]1[C:7]([N+:8]([O-:10])=[O:9])=[CH:6][CH:5]=[CH:4][C:3]=1[CH:11]1[CH2:13][O:12]1.[C:14]([N:21]1[CH2:26][CH2:25][NH:24][C@H:23]([CH2:27][OH:28])[CH2:22]1)([O:16][C:17]([CH3:20])([CH3:19])[CH3:18])=[O:15]. (3) Given the product [CH3:18][O:17][C:12]1[C:11]([C:8]2[CH2:9][CH2:10][C:5](=[O:4])[CH2:6][CH:7]=2)=[CH:16][CH:15]=[CH:14][N:13]=1, predict the reactants needed to synthesize it. The reactants are: O1[C:5]2([CH2:10][CH2:9][C:8]([C:11]3[C:12]([O:17][CH3:18])=[N:13][CH:14]=[CH:15][CH:16]=3)=[CH:7][CH2:6]2)[O:4]CC1.Cl.